This data is from NCI-60 drug combinations with 297,098 pairs across 59 cell lines. The task is: Regression. Given two drug SMILES strings and cell line genomic features, predict the synergy score measuring deviation from expected non-interaction effect. (1) Drug 1: C1C(C(OC1N2C=NC3=C(N=C(N=C32)Cl)N)CO)O. Drug 2: C1C(C(OC1N2C=NC(=NC2=O)N)CO)O. Cell line: HT29. Synergy scores: CSS=23.4, Synergy_ZIP=3.98, Synergy_Bliss=11.2, Synergy_Loewe=6.20, Synergy_HSA=6.84. (2) Drug 1: C1CN1P(=S)(N2CC2)N3CC3. Drug 2: CC1C(C(CC(O1)OC2CC(OC(C2O)C)OC3=CC4=CC5=C(C(=O)C(C(C5)C(C(=O)C(C(C)O)O)OC)OC6CC(C(C(O6)C)O)OC7CC(C(C(O7)C)O)OC8CC(C(C(O8)C)O)(C)O)C(=C4C(=C3C)O)O)O)O. Cell line: TK-10. Synergy scores: CSS=11.4, Synergy_ZIP=-2.43, Synergy_Bliss=-2.24, Synergy_Loewe=-16.0, Synergy_HSA=-1.42. (3) Drug 1: CN(C)C1=NC(=NC(=N1)N(C)C)N(C)C. Drug 2: C1=CC(=CC=C1CCCC(=O)O)N(CCCl)CCCl. Cell line: ACHN. Synergy scores: CSS=29.9, Synergy_ZIP=3.85, Synergy_Bliss=5.25, Synergy_Loewe=-17.2, Synergy_HSA=2.39. (4) Drug 1: C1=NNC2=C1C(=O)NC=N2. Drug 2: C1C(C(OC1N2C=NC3=C2NC=NCC3O)CO)O. Cell line: HT29. Synergy scores: CSS=1.95, Synergy_ZIP=0.163, Synergy_Bliss=2.07, Synergy_Loewe=-4.81, Synergy_HSA=-3.79. (5) Drug 1: COC1=CC(=CC(=C1O)OC)C2C3C(COC3=O)C(C4=CC5=C(C=C24)OCO5)OC6C(C(C7C(O6)COC(O7)C8=CC=CS8)O)O. Drug 2: CC1=C(C(=CC=C1)Cl)NC(=O)C2=CN=C(S2)NC3=CC(=NC(=N3)C)N4CCN(CC4)CCO. Cell line: CCRF-CEM. Synergy scores: CSS=63.7, Synergy_ZIP=4.57, Synergy_Bliss=7.65, Synergy_Loewe=-4.05, Synergy_HSA=6.33. (6) Drug 1: CN(C)C1=NC(=NC(=N1)N(C)C)N(C)C. Drug 2: N.N.Cl[Pt+2]Cl. Cell line: OVCAR3. Synergy scores: CSS=-5.40, Synergy_ZIP=1.78, Synergy_Bliss=-2.79, Synergy_Loewe=-5.22, Synergy_HSA=-6.68.